From a dataset of Catalyst prediction with 721,799 reactions and 888 catalyst types from USPTO. Predict which catalyst facilitates the given reaction. (1) Reactant: [CH2:1]([O:3][C:4]([C:6]1[S:7][C:8]([CH2:12]O)=[C:9]([CH3:11])[N:10]=1)=[O:5])[CH3:2].S(Cl)([Cl:16])=O. Product: [Cl:16][CH2:12][C:8]1[S:7][C:6]([C:4]([O:3][CH2:1][CH3:2])=[O:5])=[N:10][C:9]=1[CH3:11]. The catalyst class is: 22. (2) Reactant: [C:1]([C:4]1[CH:5]=[C:6]([NH:10][C:11](=[O:15])[C:12]([CH3:14])=[CH2:13])[CH:7]=[CH:8][CH:9]=1)(=[O:3])[CH3:2].[H-].[Na+].[F:18][C:19]([F:26])([F:25])[C:20](OCC)=[O:21]. Product: [F:18][C:19]([F:26])([F:25])[C:20](=[O:21])[CH2:2][C:1]([C:4]1[CH:9]=[CH:8][CH:7]=[C:6]([NH:10][C:11](=[O:15])[C:12]([CH3:14])=[CH2:13])[CH:5]=1)=[O:3]. The catalyst class is: 1.